This data is from Reaction yield outcomes from USPTO patents with 853,638 reactions. The task is: Predict the reaction yield, written as a fraction of the theoretical maximum amount of product (1.0 means a 100% yield; for example, 0.34 means a 34% yield). (1) The reactants are C([O:3][C:4](=[O:32])[C:5](=[C:17]1[C:23]2[CH:24]=[CH:25][CH:26]=[CH:27][C:22]=2[CH2:21][CH2:20][C:19]2[CH:28]=[CH:29][CH:30]=[CH:31][C:18]1=2)[C:6]1[CH:11]=[CH:10][CH:9]=[C:8]([NH:12][S:13]([CH3:16])(=[O:15])=[O:14])[CH:7]=1)C.[OH-].[Na+]. The catalyst is C(O)C. The product is [CH:27]1[C:22]2[CH2:21][CH2:20][C:19]3[CH:28]=[CH:29][CH:30]=[CH:31][C:18]=3[C:17](=[C:5]([C:6]3[CH:11]=[CH:10][CH:9]=[C:8]([NH:12][S:13]([CH3:16])(=[O:15])=[O:14])[CH:7]=3)[C:4]([OH:32])=[O:3])[C:23]=2[CH:24]=[CH:25][CH:26]=1. The yield is 0.200. (2) The reactants are N(C(OC(C)(C)C)=O)=NC(OC(C)(C)C)=O.C(P(CCCC)CCCC)CCC.[C:30]1([C@@H:36]([NH:38][C:39](=[O:48])[CH2:40][C@H:41]([CH2:46]O)[CH2:42][CH2:43][CH2:44][CH3:45])[CH3:37])[CH:35]=[CH:34][CH:33]=[CH:32][CH:31]=1.C([O-])(O)=O.[Na+]. The catalyst is O1CCCC1. The product is [CH2:42]([C@H:41]1[CH2:46][N:38]([C@H:36]([C:30]2[CH:35]=[CH:34][CH:33]=[CH:32][CH:31]=2)[CH3:37])[C:39](=[O:48])[CH2:40]1)[CH2:43][CH2:44][CH3:45]. The yield is 0.820. (3) The reactants are [ClH:1].[F:2][C:3]1([F:16])[CH2:7][CH2:6][C@@H:5]([NH:8]C(=O)OC(C)(C)C)[CH2:4]1. The catalyst is O1CCOCC1. The product is [ClH:1].[F:2][C:3]1([F:16])[CH2:7][CH2:6][C@@H:5]([NH2:8])[CH2:4]1. The yield is 0.820. (4) The yield is 0.531. The reactants are Br.Br[CH:3]([C:5]1[CH:6]=[C:7]([C:22]([NH:24][CH2:25][CH2:26][N:27]([CH3:29])[CH3:28])=[O:23])[CH:8]=[C:9]2[C:14]=1[O:13][C:12]([N:15]1[CH2:20][CH2:19][O:18][CH2:17][CH2:16]1)=[CH:11][C:10]2=[O:21])[CH3:4].[F:30][C:31]1[CH:38]=[CH:37][C:34]([NH:35][CH3:36])=[CH:33][CH:32]=1. The product is [CH3:28][N:27]([CH3:29])[CH2:26][CH2:25][NH:24][C:22]([C:7]1[CH:8]=[C:9]2[C:14](=[C:5]([CH:3]([N:35]([C:34]3[CH:37]=[CH:38][C:31]([F:30])=[CH:32][CH:33]=3)[CH3:36])[CH3:4])[CH:6]=1)[O:13][C:12]([N:15]1[CH2:20][CH2:19][O:18][CH2:17][CH2:16]1)=[CH:11][C:10]2=[O:21])=[O:23]. The catalyst is CN1C(=O)CCC1. (5) The reactants are [K].[CH3:2][O:3][CH2:4][C:5]([CH:7]1[CH2:11][CH2:10][N:9]([C:12]([O:14][CH2:15][C:16]2[CH:21]=[CH:20][CH:19]=[CH:18][CH:17]=2)=[O:13])[C:8]1=[O:22])=O.Cl.[Cl:24][C:25]1[CH:31]=[CH:30][C:28]([NH2:29])=[CH:27][CH:26]=1.O.C1(C)C=CC(S(O)(=O)=O)=CC=1. The catalyst is C1CCCCC1.C1(C)C=CC=CC=1. The product is [Cl:24][C:25]1[CH:31]=[CH:30][C:28]([NH:29][C:5](=[C:7]2[CH2:11][CH2:10][N:9]([C:12]([O:14][CH2:15][C:16]3[CH:21]=[CH:20][CH:19]=[CH:18][CH:17]=3)=[O:13])[C:8]2=[O:22])[CH2:4][O:3][CH3:2])=[CH:27][CH:26]=1. The yield is 0.312.